Dataset: Reaction yield outcomes from USPTO patents with 853,638 reactions. Task: Predict the reaction yield, written as a fraction of the theoretical maximum amount of product (1.0 means a 100% yield; for example, 0.34 means a 34% yield). (1) The reactants are [Br:1][C:2]1[CH:26]=[N:25][C:5]2=[N:6][C:7]([N:11]3[CH2:15][CH2:14][C@@H:13]([N:16]([CH3:24])[C:17](=[O:23])[O:18][C:19]([CH3:22])([CH3:21])[CH3:20])[CH2:12]3)=[C:8](Cl)[N:9]=[C:4]2[CH:3]=1.O.[NH2:28][NH2:29]. The catalyst is CCO. The product is [Br:1][C:2]1[CH:26]=[N:25][C:5]2=[N:6][C:7]([N:11]3[CH2:15][CH2:14][C@@H:13]([N:16]([CH3:24])[C:17](=[O:23])[O:18][C:19]([CH3:22])([CH3:21])[CH3:20])[CH2:12]3)=[C:8]([NH:28][NH2:29])[N:9]=[C:4]2[CH:3]=1. The yield is 1.00. (2) The reactants are N(C(OCC)=O)=NC(OCC)=O.[F:13][C:14]1[C:22]([O:23][C:24]2[C:33]3[C:28](=[CH:29][C:30]([O:35][CH3:36])=[C:31]([OH:34])[CH:32]=3)[N:27]=[CH:26][N:25]=2)=[CH:21][CH:20]=[C:19]2[C:15]=1[CH:16]=[CH:17][NH:18]2.C1(P(C2C=CC=CC=2)C2C=CC=CC=2)C=CC=CC=1.[C:56]([N:59]1[CH2:64][CH2:63][N:62]([CH2:65][CH2:66][CH2:67]O)[CH2:61][CH2:60]1)(=[O:58])[CH3:57]. The catalyst is C(Cl)Cl. The product is [C:56]([N:59]1[CH2:64][CH2:63][N:62]([CH2:65][CH2:66][CH2:67][O:34][C:31]2[CH:32]=[C:33]3[C:28](=[CH:29][C:30]=2[O:35][CH3:36])[N:27]=[CH:26][N:25]=[C:24]3[O:23][C:22]2[C:14]([F:13])=[C:15]3[C:19](=[CH:20][CH:21]=2)[NH:18][CH:17]=[CH:16]3)[CH2:61][CH2:60]1)(=[O:58])[CH3:57]. The yield is 0.190.